Dataset: Catalyst prediction with 721,799 reactions and 888 catalyst types from USPTO. Task: Predict which catalyst facilitates the given reaction. (1) Reactant: Br[C:2]1[CH:3]=[CH:4][CH:5]=[C:6]2[C:10]=1[NH:9][N:8]=[CH:7]2.[Cl:11][C:12]1[CH:17]=[C:16]([Cl:18])[CH:15]=[CH:14][C:13]=1B(O)O.C([O-])([O-])=O.[Na+].[Na+]. Product: [Cl:11][C:12]1[CH:17]=[C:16]([Cl:18])[CH:15]=[CH:14][C:13]=1[C:2]1[CH:3]=[CH:4][CH:5]=[C:6]2[C:10]=1[NH:9][N:8]=[CH:7]2. The catalyst class is: 837. (2) Reactant: [NH2:1][C:2]1[N:10]=[C:9]([NH:11][CH2:12][CH2:13][CH2:14][CH3:15])[N:8]=[C:7]2[C:3]=1[NH:4][C:5](=[O:22])[N:6]2[CH2:16][CH:17]1[CH2:21][CH2:20][O:19][CH2:18]1.[ClH:23]. Product: [ClH:23].[NH2:1][C:2]1[N:10]=[C:9]([NH:11][CH2:12][CH2:13][CH2:14][CH3:15])[N:8]=[C:7]2[C:3]=1[NH:4][C:5](=[O:22])[N:6]2[CH2:16][CH:17]1[CH2:21][CH2:20][O:19][CH2:18]1. The catalyst class is: 12.